This data is from Full USPTO retrosynthesis dataset with 1.9M reactions from patents (1976-2016). The task is: Predict the reactants needed to synthesize the given product. (1) Given the product [NH2:1][C:2]1[C:3]2[C:10]([C:11]3[CH:16]=[CH:15][C:14]([O:17][C:18]4[CH:19]=[CH:20][CH:21]=[CH:22][CH:23]=4)=[CH:13][CH:12]=3)=[C:9]([CH3:24])[N:8]([CH2:25][C@@H:26]3[CH2:30][CH2:29][CH2:28][N:27]3[C:31]([C:32](=[CH:39][C:38]([N:37]([CH3:43])[CH3:36])([CH3:42])[CH3:41])[C:33]#[N:34])=[O:35])[C:4]=2[N:5]=[CH:6][N:7]=1, predict the reactants needed to synthesize it. The reactants are: [NH2:1][C:2]1[C:3]2[C:10]([C:11]3[CH:16]=[CH:15][C:14]([O:17][C:18]4[CH:23]=[CH:22][CH:21]=[CH:20][CH:19]=4)=[CH:13][CH:12]=3)=[C:9]([CH3:24])[N:8]([CH2:25][C@@H:26]3[CH2:30][CH2:29][CH2:28][N:27]3[C:31](=[O:35])[CH2:32][C:33]#[N:34])[C:4]=2[N:5]=[CH:6][N:7]=1.[CH3:36][N:37]([CH3:43])[C:38]([CH3:42])([CH3:41])[CH:39]=O.C(O)(=O)C.N1CCCCC1. (2) Given the product [C:34]([O:37][CH:38]([O:14][C:13](=[O:15])[C:12]1[CH:16]=[CH:17][CH:18]=[C:10]([CH2:9][CH:8]([NH:7][C:5](=[O:6])[CH2:4][CH2:3][C:1]#[N:2])[B:21]2[O:29][CH:28]3[C:23]([CH3:33])([CH:24]4[CH2:30][CH:26]([CH2:27]3)[C:25]4([CH3:32])[CH3:31])[O:22]2)[C:11]=1[O:19][CH3:20])[CH3:39])(=[O:36])[CH3:35], predict the reactants needed to synthesize it. The reactants are: [C:1]([CH2:3][CH2:4][C:5]([NH:7][CH:8]([B:21]1[O:29][CH:28]2[C:23]([CH3:33])([CH:24]3[CH2:30][CH:26]([CH2:27]2)[C:25]3([CH3:32])[CH3:31])[O:22]1)[CH2:9][C:10]1[C:11]([O:19][CH3:20])=[C:12]([CH:16]=[CH:17][CH:18]=1)[C:13]([OH:15])=[O:14])=[O:6])#[N:2].[C:34]([O:37][CH:38](Br)[CH3:39])(=[O:36])[CH3:35]. (3) The reactants are: [CH3:1][N:2]1[CH2:7][CH:6]([O:8][Si](C(C)C)(C(C)C)C(C)C)[CH2:5][N:4]([CH3:19])[C:3]1=[O:20].Cl. Given the product [OH:8][CH:6]1[CH2:5][N:4]([CH3:19])[C:3](=[O:20])[N:2]([CH3:1])[CH2:7]1, predict the reactants needed to synthesize it. (4) Given the product [F:1][C:2]1[CH:3]=[C:4]([N:14]2[CH2:18][C@H:17]([CH2:19][O:20][S:30]([CH3:29])(=[O:32])=[O:31])[O:16][C:15]2=[O:21])[CH:5]=[CH:6][C:7]=1[N:8]1[CH:12]=[C:11]([CH3:13])[N:10]=[CH:9]1, predict the reactants needed to synthesize it. The reactants are: [F:1][C:2]1[CH:3]=[C:4]([N:14]2[CH2:18][C@H:17]([CH2:19][OH:20])[O:16][C:15]2=[O:21])[CH:5]=[CH:6][C:7]=1[N:8]1[CH:12]=[C:11]([CH3:13])[N:10]=[CH:9]1.C(N(CC)CC)C.[CH3:29][S:30](Cl)(=[O:32])=[O:31]. (5) Given the product [NH2:10][C@H:6]([C:7]([OH:9])=[O:8])[CH2:5][CH2:1][CH2:2][CH2:3][NH2:4], predict the reactants needed to synthesize it. The reactants are: [CH2:1]([CH2:5][CH:6]([NH2:10])[C:7]([OH:9])=[O:8])[CH2:2][CH2:3][NH2:4].C(O)(=O)C(C)=O.N[C@H](C(O)=O)CS. (6) Given the product [C:1]([O-:5])(=[O:4])[CH:2]=[CH2:3].[Na+:7].[C:1]([OH:5])(=[O:4])[CH:2]=[CH2:3], predict the reactants needed to synthesize it. The reactants are: [C:1]([OH:5])(=[O:4])[CH:2]=[CH2:3].[OH-].[Na+:7]. (7) Given the product [OH:41][C:39]([CH3:42])([CH3:40])[CH2:38][N:35]1[CH:36]=[CH:37][C:33]([NH:32][C:28]([CH:9]2[CH:8]([C:4]3[CH:5]=[CH:6][CH:7]=[C:2]([Cl:1])[C:3]=3[F:31])[C:12]([C:15]3[CH:20]=[CH:19][C:18]([Cl:21])=[CH:17][C:16]=3[F:22])([C:13]#[N:14])[CH:11]([CH2:23][C:24]([CH3:26])([CH3:27])[CH3:25])[NH:10]2)=[O:30])=[N:34]1, predict the reactants needed to synthesize it. The reactants are: [Cl:1][C:2]1[C:3]([F:31])=[C:4]([CH:8]2[C:12]([C:15]3[CH:20]=[CH:19][C:18]([Cl:21])=[CH:17][C:16]=3[F:22])([C:13]#[N:14])[CH:11]([CH2:23][C:24]([CH3:27])([CH3:26])[CH3:25])[NH:10][CH:9]2[C:28]([OH:30])=O)[CH:5]=[CH:6][CH:7]=1.[NH2:32][C:33]1[CH:37]=[CH:36][N:35]([CH2:38][C:39]([CH3:42])([OH:41])[CH3:40])[N:34]=1.CN(C(ON1N=NC2C=CC=NC1=2)=[N+](C)C)C.F[P-](F)(F)(F)(F)F.CCN(C(C)C)C(C)C.